The task is: Predict the reaction yield, written as a fraction of the theoretical maximum amount of product (1.0 means a 100% yield; for example, 0.34 means a 34% yield).. This data is from Reaction yield outcomes from USPTO patents with 853,638 reactions. (1) The reactants are [Cl:1][C:2]1[CH:7]=[CH:6][C:5]([CH2:8][CH2:9][CH2:10][NH:11][C:12]2[CH:17]=[CH:16][C:15]([CH3:18])=[C:14]([N+:19]([O-])=O)[CH:13]=2)=[CH:4][CH:3]=1. The catalyst is [Ni].CCO. The product is [Cl:1][C:2]1[CH:7]=[CH:6][C:5]([CH2:8][CH2:9][CH2:10][NH:11][C:12]2[CH:17]=[CH:16][C:15]([CH3:18])=[C:14]([NH2:19])[CH:13]=2)=[CH:4][CH:3]=1. The yield is 0.960. (2) The reactants are Cl[C:2]1[CH:7]=[C:6]([OH:8])[CH:5]=[CH:4][N:3]=1.[N:9]1([C:15]([O:17][C:18]([CH3:21])([CH3:20])[CH3:19])=[O:16])[CH2:14][CH2:13][NH:12][CH2:11][CH2:10]1. The catalyst is CCCCO.CCOC(C)=O. The product is [OH:8][C:6]1[CH:5]=[CH:4][N:3]=[C:2]([N:12]2[CH2:11][CH2:10][N:9]([C:15]([O:17][C:18]([CH3:21])([CH3:20])[CH3:19])=[O:16])[CH2:14][CH2:13]2)[CH:7]=1. The yield is 0.440. (3) The reactants are [CH3:1][O:2][C:3]1[CH:4]=[C:5]2[C:10](=[CH:11][C:12]=1[O:13][CH3:14])[N:9]=[CH:8][N:7]=[C:6]2[NH:15][C:16]1[CH:17]=[C:18]2[C:22](=[CH:23][CH:24]=1)[N:21](C(OC(C)(C)C)=O)[CH2:20][CH2:19]2.Cl.O1CCOCC1. No catalyst specified. The product is [NH:21]1[C:22]2[C:18](=[CH:17][C:16]([NH:15][C:6]3[C:5]4[C:10](=[CH:11][C:12]([O:13][CH3:14])=[C:3]([O:2][CH3:1])[CH:4]=4)[N:9]=[CH:8][N:7]=3)=[CH:24][CH:23]=2)[CH2:19][CH2:20]1. The yield is 0.960. (4) The reactants are [CH3:1][C:2]1[CH:3]=[C:4]([C:7]2[CH:11]=[CH:10][NH:9][N:8]=2)[S:5][CH:6]=1.[H-].[Na+].[CH2:14](I)[CH2:15][CH3:16].O. The catalyst is CN(C)C=O.CC(OC)(C)C. The product is [CH3:1][C:2]1[CH:3]=[C:4]([C:7]2[CH:11]=[CH:10][N:9]([CH2:14][CH2:15][CH3:16])[N:8]=2)[S:5][CH:6]=1.[CH3:1][C:2]1[CH:3]=[C:4]([C:7]2[N:8]([CH2:14][CH2:15][CH3:16])[N:9]=[CH:10][CH:11]=2)[S:5][CH:6]=1. The yield is 0.740. (5) The reactants are [CH2:1]([N:8]1[CH:16]=[C:15]2[C:10]([CH:11]=[C:12]([C:17]3[CH:18]=[C:19]([C:27]4[CH:32]=[CH:31][C:30]([N:33]5[CH2:38][CH2:37][NH:36][CH2:35][CH2:34]5)=[CH:29][CH:28]=4)[N:20]4[C:25]=3[C:24]([NH2:26])=[N:23][CH:22]=[N:21]4)[CH:13]=[CH:14]2)=[N:9]1)[C:2]1[CH:7]=[CH:6][CH:5]=[CH:4][CH:3]=1.C=O.[C:41](O[BH-](OC(=O)C)OC(=O)C)(=O)C.[Na+]. The catalyst is ClCCl. The product is [CH2:1]([N:8]1[CH:16]=[C:15]2[C:10]([CH:11]=[C:12]([C:17]3[CH:18]=[C:19]([C:27]4[CH:32]=[CH:31][C:30]([N:33]5[CH2:38][CH2:37][N:36]([CH3:41])[CH2:35][CH2:34]5)=[CH:29][CH:28]=4)[N:20]4[C:25]=3[C:24]([NH2:26])=[N:23][CH:22]=[N:21]4)[CH:13]=[CH:14]2)=[N:9]1)[C:2]1[CH:7]=[CH:6][CH:5]=[CH:4][CH:3]=1. The yield is 0.580. (6) The reactants are [CH2:1]([C:8]1[N:9]=[N:10][C:11]([C:16]2[CH2:17][CH2:18][N:19]([C:22]3[CH:27]=[CH:26][C:25]([C:28]([F:31])([F:30])[F:29])=[CH:24][N:23]=3)[CH2:20][CH:21]=2)=[C:12]([CH3:15])[C:13]=1[CH3:14])[C:2]1[CH:7]=[CH:6][CH:5]=[CH:4][CH:3]=1. The catalyst is CCO.[Pd]. The product is [CH2:1]([C:8]1[N:9]=[N:10][C:11]([CH:16]2[CH2:17][CH2:18][N:19]([C:22]3[CH:27]=[CH:26][C:25]([C:28]([F:29])([F:31])[F:30])=[CH:24][N:23]=3)[CH2:20][CH2:21]2)=[C:12]([CH3:15])[C:13]=1[CH3:14])[C:2]1[CH:7]=[CH:6][CH:5]=[CH:4][CH:3]=1. The yield is 0.400. (7) The reactants are O=[C:2]1[CH2:7][CH2:6][N:5]([C:8]([O:10][C:11]([CH3:14])([CH3:13])[CH3:12])=[O:9])[CH2:4][CH2:3]1.[H][H].[CH3:17][NH2:18]. The catalyst is [Pd]. The product is [CH3:17][NH:18][CH:2]1[CH2:7][CH2:6][N:5]([C:8]([O:10][C:11]([CH3:14])([CH3:13])[CH3:12])=[O:9])[CH2:4][CH2:3]1. The yield is 0.980. (8) The reactants are I[C:2]1[CH:7]=[CH:6][CH:5]=[CH:4][C:3]=1[N+:8]([O-])=O.[C:11]1([NH:17][C:18](=O)[CH3:19])[CH:16]=[CH:15][CH:14]=[CH:13][CH:12]=1.CNCCN.P([O-])([O-])([O-])=O.[K+].[K+].[K+]. The catalyst is C1(C)C=CC=CC=1.[Cu]I.[Fe]. The product is [CH3:19][C:18]1[N:8]([C:3]2[CH:4]=[CH:5][CH:6]=[CH:7][CH:2]=2)[C:12]2[CH:13]=[CH:14][CH:15]=[CH:16][C:11]=2[N:17]=1. The yield is 0.780.